Dataset: Catalyst prediction with 721,799 reactions and 888 catalyst types from USPTO. Task: Predict which catalyst facilitates the given reaction. (1) Reactant: [CH2:1]([NH:8][C:9]([C:11]1[CH:16]=[CH:15][C:14]([N:17]2[C:21]([CH2:22][CH2:23][CH3:24])=[C:20]([C:25]([OH:27])=O)[N:19]=[N:18]2)=[CH:13][CH:12]=1)=[O:10])[C:2]1[CH:7]=[CH:6][CH:5]=[CH:4][CH:3]=1.C1C=C[C:31]2N(O)N=[N:34][C:32]=2[CH:33]=1.C1(N)CC1.CCN=C=NCCCN(C)C. Product: [CH2:1]([NH:8][C:9]([C:11]1[CH:16]=[CH:15][C:14]([N:17]2[C:21]([CH2:22][CH2:23][CH3:24])=[C:20]([C:25]([NH:34][CH:32]3[CH2:33][CH2:31]3)=[O:27])[N:19]=[N:18]2)=[CH:13][CH:12]=1)=[O:10])[C:2]1[CH:7]=[CH:6][CH:5]=[CH:4][CH:3]=1. The catalyst class is: 444. (2) The catalyst class is: 30. Reactant: [Br:1][C:2]1[CH:7]=[CH:6][CH:5]=[CH:4][C:3]=1[C:8]1[O:9][C:10]2[CH:18]=[N:17][C:16](SC)=[N:15][C:11]=2[N:12]([CH3:14])[N:13]=1.O[O:22][S:23]([O-:25])=O.[K+].[C:27](OCC)(=O)C. Product: [Br:1][C:2]1[CH:7]=[CH:6][CH:5]=[CH:4][C:3]=1[C:8]1[O:9][C:10]2[CH:18]=[N:17][C:16]([S:23]([CH3:27])(=[O:25])=[O:22])=[N:15][C:11]=2[N:12]([CH3:14])[N:13]=1.